Dataset: NCI-60 drug combinations with 297,098 pairs across 59 cell lines. Task: Regression. Given two drug SMILES strings and cell line genomic features, predict the synergy score measuring deviation from expected non-interaction effect. (1) Drug 1: CC1=C2C(C(=O)C3(C(CC4C(C3C(C(C2(C)C)(CC1OC(=O)C(C(C5=CC=CC=C5)NC(=O)C6=CC=CC=C6)O)O)OC(=O)C7=CC=CC=C7)(CO4)OC(=O)C)O)C)OC(=O)C. Drug 2: CCC1(CC2CC(C3=C(CCN(C2)C1)C4=CC=CC=C4N3)(C5=C(C=C6C(=C5)C78CCN9C7C(C=CC9)(C(C(C8N6C)(C(=O)OC)O)OC(=O)C)CC)OC)C(=O)OC)O.OS(=O)(=O)O. Cell line: NCI/ADR-RES. Synergy scores: CSS=-9.24, Synergy_ZIP=6.84, Synergy_Bliss=7.57, Synergy_Loewe=0.176, Synergy_HSA=-1.60. (2) Drug 1: C1=NC2=C(N1)C(=S)N=CN2. Drug 2: C1CN(CCN1C(=O)CCBr)C(=O)CCBr. Cell line: HL-60(TB). Synergy scores: CSS=56.1, Synergy_ZIP=-2.39, Synergy_Bliss=-5.56, Synergy_Loewe=-20.8, Synergy_HSA=-19.6. (3) Drug 1: CC1CCC2CC(C(=CC=CC=CC(CC(C(=O)C(C(C(=CC(C(=O)CC(OC(=O)C3CCCCN3C(=O)C(=O)C1(O2)O)C(C)CC4CCC(C(C4)OC)OCCO)C)C)O)OC)C)C)C)OC. Drug 2: C1=CC=C(C(=C1)C(C2=CC=C(C=C2)Cl)C(Cl)Cl)Cl. Cell line: UO-31. Synergy scores: CSS=17.2, Synergy_ZIP=3.34, Synergy_Bliss=10.8, Synergy_Loewe=8.97, Synergy_HSA=9.55. (4) Drug 1: COC1=C(C=C2C(=C1)N=CN=C2NC3=CC(=C(C=C3)F)Cl)OCCCN4CCOCC4. Drug 2: CN1C(=O)N2C=NC(=C2N=N1)C(=O)N. Cell line: OVCAR3. Synergy scores: CSS=28.0, Synergy_ZIP=-6.86, Synergy_Bliss=0.531, Synergy_Loewe=-15.7, Synergy_HSA=-0.356. (5) Drug 2: C1=CC=C(C(=C1)C(C2=CC=C(C=C2)Cl)C(Cl)Cl)Cl. Synergy scores: CSS=24.3, Synergy_ZIP=2.63, Synergy_Bliss=1.95, Synergy_Loewe=-12.0, Synergy_HSA=-1.47. Cell line: SN12C. Drug 1: COC1=NC(=NC2=C1N=CN2C3C(C(C(O3)CO)O)O)N.